Dataset: Reaction yield outcomes from USPTO patents with 853,638 reactions. Task: Predict the reaction yield, written as a fraction of the theoretical maximum amount of product (1.0 means a 100% yield; for example, 0.34 means a 34% yield). (1) The reactants are C(OC([N:8](C(OC(C)(C)C)=O)[C:9]1[N:10]=[CH:11][C:12]([C:24]2[CH2:25][CH2:26][N:27](C(OC(C)(C)C)=O)[CH2:28][CH:29]=2)=[N:13][C:14]=1[C:15]1[N:23]=[C:18]2[CH:19]=[CH:20][CH:21]=[CH:22][N:17]2[N:16]=1)=O)(C)(C)C.C(O)(C(F)(F)F)=O. The catalyst is C(Cl)Cl. The product is [N:23]1[C:15]([C:14]2[C:9]([NH2:8])=[N:10][CH:11]=[C:12]([C:24]3[CH2:25][CH2:26][NH:27][CH2:28][CH:29]=3)[N:13]=2)=[N:16][N:17]2[CH:22]=[CH:21][CH:20]=[CH:19][C:18]=12. The yield is 1.00. (2) The reactants are N[C:2]1[CH:26]=[CH:25][C:5]2[C:6]3[CH:12]=[C:11]([S:13]([NH:16][C@H:17]([CH:22]([CH3:24])[CH3:23])[C:18]([O:20][CH3:21])=[O:19])(=[O:15])=[O:14])[CH:10]=[CH:9][C:7]=3[O:8][C:4]=2[CH:3]=1.Cl.N([O-])=O.[Na+].[I-:32].[Na+]. The catalyst is O. The product is [I:32][C:2]1[CH:26]=[CH:25][C:5]2[C:6]3[CH:12]=[C:11]([S:13]([NH:16][C@H:17]([CH:22]([CH3:24])[CH3:23])[C:18]([O:20][CH3:21])=[O:19])(=[O:15])=[O:14])[CH:10]=[CH:9][C:7]=3[O:8][C:4]=2[CH:3]=1. The yield is 0.710. (3) The reactants are Cl[C:2]1[N:7]=[C:6]([S:8][CH2:9][CH3:10])[C:5]([C:11]([O:13][CH3:14])=[O:12])=[C:4]([C:15]([F:18])([F:17])[F:16])[CH:3]=1.C(SC1C(C(OC)=O)=C(C(F)(F)F)C=C(SCC)N=1)C.[NH:39]1[CH2:44][CH2:43][O:42][CH2:41][CH2:40]1.CCN(C(C)C)C(C)C. The catalyst is CC#N.O.CCOC(C)=O. The product is [CH2:9]([S:8][C:6]1[C:5]([C:11]([O:13][CH3:14])=[O:12])=[C:4]([C:15]([F:18])([F:17])[F:16])[CH:3]=[C:2]([N:39]2[CH2:44][CH2:43][O:42][CH2:41][CH2:40]2)[N:7]=1)[CH3:10]. The yield is 0.160. (4) The reactants are [CH3:1][O:2][C:3]1[CH:10]=[CH:9][C:8]([N+:11]([O-:13])=[O:12])=[CH:7][C:4]=1[CH:5]=O.[CH3:14][N:15]1[CH2:20][CH2:19][NH:18][CH2:17][CH2:16]1.C([BH3-])#N.[Na+].[OH-].[Na+]. The catalyst is CO.[Cl-].[Zn+2].[Cl-].C(Cl)(Cl)Cl.CO. The product is [CH3:1][O:2][C:3]1[CH:10]=[CH:9][C:8]([N+:11]([O-:13])=[O:12])=[CH:7][C:4]=1[CH2:5][N:18]1[CH2:19][CH2:20][N:15]([CH3:14])[CH2:16][CH2:17]1. The yield is 0.390.